From a dataset of Full USPTO retrosynthesis dataset with 1.9M reactions from patents (1976-2016). Predict the reactants needed to synthesize the given product. (1) The reactants are: [C:1]([O:5][C:6]([N:8]1[CH2:12][C@@H:11]([O:13][CH2:14][C:15]#[C:16][I:17])[C@H:10]([N:18]=[N+:19]=[N-:20])[CH2:9]1)=[O:7])([CH3:4])([CH3:3])[CH3:2]. Given the product [C:1]([O:5][C:6]([N:8]1[CH2:9][C@@H:10]2[C@H:11]([O:13][CH2:14][C:15]3[N:18]2[N:19]=[N:20][C:16]=3[I:17])[CH2:12]1)=[O:7])([CH3:4])([CH3:2])[CH3:3], predict the reactants needed to synthesize it. (2) Given the product [CH2:43]([N:35]([CH2:34][C@@H:4]1[O:3][C:1](=[O:2])[N:11]([C:12]2[CH:17]=[CH:16][C:15]([N:18]3[CH2:19][CH2:20][O:21][CH2:22][CH2:23]3)=[C:14]([F:24])[CH:13]=2)[CH2:5]1)[CH2:36][C:37]1[CH:42]=[CH:41][CH:40]=[CH:39][CH:38]=1)[C:44]1[CH:49]=[CH:48][CH:47]=[CH:46][CH:45]=1, predict the reactants needed to synthesize it. The reactants are: [C:1]([NH:11][C:12]1[CH:17]=[CH:16][C:15]([N:18]2[CH2:23][CH2:22][O:21][CH2:20][CH2:19]2)=[C:14]([F:24])[CH:13]=1)([O:3][CH2:4][C:5]1C=CC=CC=1)=[O:2].CC(C)([O-])C.[Li+].ClC[C@@H](O)[CH2:34][N:35]([CH2:43][C:44]1[CH:49]=[CH:48][CH:47]=[CH:46][CH:45]=1)[CH2:36][C:37]1[CH:42]=[CH:41][CH:40]=[CH:39][CH:38]=1.[Cl-].[NH4+]. (3) Given the product [Br:1][C:2]1[CH:3]=[C:4]([CH3:12])[C:5]2[N:9]=[C:8]([CH3:10])[N:7]([CH2:20][C:15]3[CH:16]=[CH:17][CH:18]=[CH:19][C:14]=3[Cl:13])[C:6]=2[CH:11]=1, predict the reactants needed to synthesize it. The reactants are: [Br:1][C:2]1[CH:3]=[C:4]([CH3:12])[C:5]2[N:9]=[C:8]([CH3:10])[NH:7][C:6]=2[CH:11]=1.[Cl:13][C:14]1[CH:19]=[CH:18][CH:17]=[CH:16][C:15]=1[CH2:20]Cl. (4) Given the product [NH:41]1[C:36]2[CH:37]=[CH:38][CH:39]=[CH:40][C:35]=2[N:42]=[C:12]1[CH2:11][N:6]1[C:7]2[CH:8]=[CH:9][CH:10]=[C:2]([Br:1])[C:3]=2[C:4]2[CH2:19][CH2:18][N:17]([C:20]([O:22][C:23]([CH3:26])([CH3:25])[CH3:24])=[O:21])[CH2:16][CH2:15][C:5]1=2, predict the reactants needed to synthesize it. The reactants are: [Br:1][C:2]1[C:3]2[C:4]3[CH2:19][CH2:18][N:17]([C:20]([O:22][C:23]([CH3:26])([CH3:25])[CH3:24])=[O:21])[CH2:16][CH2:15][C:5]=3[N:6]([CH2:11][C:12](O)=O)[C:7]=2[CH:8]=[CH:9][CH:10]=1.ClC(OCC(C)C)=O.[C:35]1([NH2:42])[CH:40]=[CH:39][CH:38]=[CH:37][C:36]=1[NH2:41].C(O)(=O)C.